Task: Predict the reaction yield, written as a fraction of the theoretical maximum amount of product (1.0 means a 100% yield; for example, 0.34 means a 34% yield).. Dataset: Reaction yield outcomes from USPTO patents with 853,638 reactions (1) The reactants are [CH3:1][O:2][C:3]1[CH:4]=[C:5]2[C:10](=[C:11]([NH:13][S:14]([C:17]3[CH:22]=[CH:21][CH:20]=[CH:19][C:18]=3[N+:23]([O-])=O)(=[O:16])=[O:15])[CH:12]=1)[N:9]=[CH:8][CH:7]=[CH:6]2.[Sn](Cl)Cl. The catalyst is Cl. The product is [NH2:23][C:18]1[CH:19]=[CH:20][CH:21]=[CH:22][C:17]=1[S:14]([NH:13][C:11]1[CH:12]=[C:3]([O:2][CH3:1])[CH:4]=[C:5]2[C:10]=1[N:9]=[CH:8][CH:7]=[CH:6]2)(=[O:15])=[O:16]. The yield is 0.680. (2) The reactants are [Cl-].[F:2][C:3]1[C:12]2[C:7](=[CH:8][CH:9]=[CH:10][CH:11]=2)[CH:6]=[CH:5][C:4]=1[O:13][CH2:14][CH2:15][NH3+:16].[Cl:17][C:18]1[S:22][C:21]([CH:23]=O)=[CH:20][CH:19]=1. No catalyst specified. The product is [Cl:17][C:18]1[S:22][C:21]([CH2:23][NH:16][CH2:15][CH2:14][O:13][C:4]2[CH:5]=[CH:6][C:7]3[C:12](=[CH:11][CH:10]=[CH:9][CH:8]=3)[C:3]=2[F:2])=[CH:20][CH:19]=1. The yield is 0.710. (3) The reactants are [Br:1][C:2]1[C:11]2[CH2:10][CH2:9][CH2:8][CH2:7][C:6]=2[C:5](=[O:12])[NH:4][CH:3]=1.[CH3:13]I. The catalyst is C(Cl)(Cl)Cl.C(=O)([O-])[O-].[Ag+].[Ag+]. The product is [Br:1][C:2]1[C:11]2[CH2:10][CH2:9][CH2:8][CH2:7][C:6]=2[C:5]([O:12][CH3:13])=[N:4][CH:3]=1. The yield is 0.840. (4) The reactants are C(N1C[CH2:8][N:7]([CH2:10][C:11]2[CH:16]=[CH:15][C:14]([C:17]3[NH:26][C:25](=[O:27])[C:24]4[C:19](=[CH:20][C:21]([O:30][CH3:31])=[CH:22][C:23]=4[O:28][CH3:29])[N:18]=3)=[CH:13][CH:12]=2)[CH2:6][CH2:5]1)(C)C.[OH-].[Na+]. The yield is 0.210. The product is [CH:19]([NH:18][CH:17]1[CH2:5][CH2:6][N:7]([CH2:10][C:11]2[CH:12]=[CH:13][C:14]([C:17]3[NH:26][C:25](=[O:27])[C:24]4[C:19](=[CH:20][C:21]([O:30][CH3:31])=[CH:22][C:23]=4[O:28][CH3:29])[N:18]=3)=[CH:15][CH:16]=2)[CH2:8][CH2:14]1)([CH3:24])[CH3:20]. The catalyst is Cl. (5) The reactants are C(OC([NH:8][CH2:9][CH2:10][CH2:11][C:12]1[CH:13]=[C:14]([NH:17][C:18]2[C:27]3[C:22](=[CH:23][CH:24]=[CH:25][CH:26]=3)[N:21]=[C:20]([C:28]3[CH:33]=[CH:32][CH:31]=[CH:30][CH:29]=3)[N:19]=2)[NH:15][N:16]=1)=O)(C)(C)C.C(O)(C(F)(F)F)=O. The catalyst is ClCCl. The product is [NH2:8][CH2:9][CH2:10][CH2:11][C:12]1[CH:13]=[C:14]([NH:17][C:18]2[C:27]3[C:22](=[CH:23][CH:24]=[CH:25][CH:26]=3)[N:21]=[C:20]([C:28]3[CH:33]=[CH:32][CH:31]=[CH:30][CH:29]=3)[N:19]=2)[NH:15][N:16]=1. The yield is 0.630. (6) The yield is 0.970. The product is [S:28]([O:19][CH2:1][CH2:2][CH2:3][CH2:4][CH2:5][CH2:6][CH2:7][CH2:8]/[CH:9]=[CH:10]\[CH2:11]/[CH:12]=[CH:13]\[CH2:14][CH2:15][CH2:16][CH2:17][CH3:18])(=[O:30])(=[O:29])[CH3:27]. The catalyst is C(Cl)Cl. The reactants are [CH2:1]([OH:19])[CH2:2][CH2:3][CH2:4][CH2:5][CH2:6][CH2:7][CH2:8]/[CH:9]=[CH:10]\[CH2:11]/[CH:12]=[CH:13]\[CH2:14][CH2:15][CH2:16][CH2:17][CH3:18].C(N(CC)CC)C.[CH3:27][S:28](Cl)(=[O:30])=[O:29]. (7) The reactants are [Cl:1][C:2]1[CH:7]=[C:6]([Cl:8])[CH:5]=[CH:4][C:3]=1[C:9]1[N:10]([C:18]2[CH:23]=[CH:22][C:21]([O:24][CH3:25])=[CH:20][CH:19]=2)[C:11]([CH3:17])=[C:12]([C:14](O)=[O:15])[N:13]=1.C(N(C(C)C)CC)(C)C.F[P-](F)(F)(F)(F)F.N1(OC(N(C)C)=[N+](C)C)C2C=CC=CC=2N=N1.[CH:59]1([NH2:65])[CH2:64][CH2:63][CH2:62][CH2:61][CH2:60]1. The catalyst is C(#N)C. The product is [CH:59]1([NH:65][C:14]([C:12]2[N:13]=[C:9]([C:3]3[CH:4]=[CH:5][C:6]([Cl:8])=[CH:7][C:2]=3[Cl:1])[N:10]([C:18]3[CH:19]=[CH:20][C:21]([O:24][CH3:25])=[CH:22][CH:23]=3)[C:11]=2[CH3:17])=[O:15])[CH2:64][CH2:63][CH2:62][CH2:61][CH2:60]1. The yield is 0.850. (8) The reactants are C(OC([NH:8][CH:9]([CH2:14][C:15]1[CH:16]=[C:17]2[C:22](=[CH:23][CH:24]=1)[N:21]=[C:20]([O:25][C:26]1[CH:31]=[CH:30][CH:29]=[CH:28][CH:27]=1)[CH:19]=[CH:18]2)[C:10]([O:12][CH3:13])=[O:11])=O)(C)(C)C.FC(F)(F)C(O)=O.C1(OC)C=CC=CC=1. The catalyst is C(Cl)Cl. The product is [NH2:8][CH:9]([CH2:14][C:15]1[CH:16]=[C:17]2[C:22](=[CH:23][CH:24]=1)[N:21]=[C:20]([O:25][C:26]1[CH:31]=[CH:30][CH:29]=[CH:28][CH:27]=1)[CH:19]=[CH:18]2)[C:10]([O:12][CH3:13])=[O:11]. The yield is 0.850. (9) The reactants are [CH3:1][O:2][C:3]1[C:4]([O:16][CH2:17][CH2:18][O:19][CH3:20])=[CH:5][C:6]([N+:13]([O-])=O)=[C:7]([CH:12]=1)[C:8]([O:10][CH3:11])=[O:9].[H][H]. The catalyst is CCOC(C)=O.[Pd]. The product is [NH2:13][C:6]1[CH:5]=[C:4]([O:16][CH2:17][CH2:18][O:19][CH3:20])[C:3]([O:2][CH3:1])=[CH:12][C:7]=1[C:8]([O:10][CH3:11])=[O:9]. The yield is 0.950. (10) The reactants are [Si:1]([O:8][CH2:9][CH2:10][C@@H:11]([NH:15][C:16]1[CH:21]=[CH:20][C:19]([C:22]#[N:23])=[C:18]([Cl:24])[C:17]=1[CH3:25])[C:12]([OH:14])=O)([C:4]([CH3:7])([CH3:6])[CH3:5])([CH3:3])[CH3:2].[C:26]([C:28]1[CH:37]=[CH:36][C:31]([C:32]([NH:34][NH2:35])=[O:33])=[CH:30][CH:29]=1)#[N:27].OC1C2N=NNC=2C=CC=1.Cl.CN(C)CCCN=C=NCC. The catalyst is C1COCC1. The product is [Si:1]([O:8][CH2:9][CH2:10][C@@H:11]([NH:15][C:16]1[CH:21]=[CH:20][C:19]([C:22]#[N:23])=[C:18]([Cl:24])[C:17]=1[CH3:25])[C:12]([NH:35][NH:34][C:32](=[O:33])[C:31]1[CH:30]=[CH:29][C:28]([C:26]#[N:27])=[CH:37][CH:36]=1)=[O:14])([C:4]([CH3:7])([CH3:5])[CH3:6])([CH3:2])[CH3:3]. The yield is 0.530.